Predict the reaction yield, written as a fraction of the theoretical maximum amount of product (1.0 means a 100% yield; for example, 0.34 means a 34% yield). From a dataset of Reaction yield outcomes from USPTO patents with 853,638 reactions. (1) The reactants are [Cl-].[CH3:2][N:3]([CH3:40])[C:4]1[CH:5]=[C:6]2[C:15](=[CH:16][CH:17]=1)[C:14]([C:18]1[CH:23]=[C:22]([O:24][CH3:25])[C:21]([N:26]([CH2:34][CH3:35])[CH2:27][CH2:28][CH2:29][C:30]([O:32]C)=[O:31])=[CH:20][C:19]=1[OH:36])=[C:13]1[C:8](=[CH:9][C:10](=[N+:37]([CH3:39])[CH3:38])[CH:11]=[CH:12]1)[O:7]2.[OH-].[K+]. The catalyst is C(O)(=O)C. The product is [CH3:40][N:3]([CH3:2])[C:4]1[CH:5]=[C:6]2[C:15](=[CH:16][CH:17]=1)[C:14]([C:18]1[C:19]([OH:36])=[CH:20][C:21]([N:26]([CH2:34][CH3:35])[CH2:27][CH2:28][CH2:29][C:30]([O-:32])=[O:31])=[C:22]([O:24][CH3:25])[CH:23]=1)=[C:13]1[C:8](=[CH:9][C:10](=[N+:37]([CH3:39])[CH3:38])[CH:11]=[CH:12]1)[O:7]2. The yield is 0.980. (2) The reactants are [CH3:1][C:2]1[C:7]([C:8]#[C:9][Si](C)(C)C)=[CH:6][CH:5]=[CH:4][N:3]=1.[F-].C([N+](CCCC)(CCCC)CCCC)CCC. The catalyst is O1CCCC1. The product is [CH2:8]([C:7]1[C:2]([CH3:1])=[N:3][CH:4]=[CH:5][CH:6]=1)[CH3:9]. The yield is 0.511.